Dataset: Reaction yield outcomes from USPTO patents with 853,638 reactions. Task: Predict the reaction yield, written as a fraction of the theoretical maximum amount of product (1.0 means a 100% yield; for example, 0.34 means a 34% yield). (1) The reactants are Cl[C:2]1[C:7]([N+:8]([O-:10])=[O:9])=[CH:6][C:5]([C:11]([CH3:14])([CH3:13])[CH3:12])=[CH:4][N:3]=1.[CH3:15][O-:16].[Na+]. The catalyst is CO. The product is [CH3:15][O:16][C:2]1[C:7]([N+:8]([O-:10])=[O:9])=[CH:6][C:5]([C:11]([CH3:14])([CH3:13])[CH3:12])=[CH:4][N:3]=1. The yield is 0.410. (2) The reactants are [C:1]([C:3]1[CH:7]=[C:6]([C:8]2[CH:13]=[CH:12][N:11]=[CH:10][CH:9]=2)[S:5][C:4]=1[C:14]1[CH:19]=[CH:18][N:17]=[CH:16][CH:15]=1)#[N:2].[OH-:20].[K+].O. The catalyst is CC(O)(C)C. The product is [N:17]1[CH:18]=[CH:19][C:14]([C:4]2[S:5][C:6]([C:8]3[CH:9]=[CH:10][N:11]=[CH:12][CH:13]=3)=[CH:7][C:3]=2[C:1]([NH2:2])=[O:20])=[CH:15][CH:16]=1. The yield is 0.700.